From a dataset of Reaction yield outcomes from USPTO patents with 853,638 reactions. Predict the reaction yield, written as a fraction of the theoretical maximum amount of product (1.0 means a 100% yield; for example, 0.34 means a 34% yield). (1) The reactants are [F:1][C:2]1[CH:7]=[C:6]([S:8]([CH3:11])(=[O:10])=[O:9])[CH:5]=[CH:4][C:3]=1[NH:12][C@H:13]1[CH2:17][CH2:16][N:15]([CH:18]2[CH2:23][CH2:22][N:21]([C:24]#[N:25])[CH2:20][CH2:19]2)[C:14]1=[O:26].[NH2:27][OH:28]. The catalyst is CCO. The product is [F:1][C:2]1[CH:7]=[C:6]([S:8]([CH3:11])(=[O:10])=[O:9])[CH:5]=[CH:4][C:3]=1[NH:12][C@H:13]1[CH2:17][CH2:16][N:15]([CH:18]2[CH2:23][CH2:22][N:21]([C:24](=[NH:25])[NH:27][OH:28])[CH2:20][CH2:19]2)[C:14]1=[O:26]. The yield is 0.980. (2) The reactants are C[Si](Cl)(C)C.[Na+].[I-].[F:8][C:9]1[CH:14]=[CH:13][CH:12]=[CH:11][C:10]=1[N:15]1[CH:20]=[C:19]([O:21]C)[C:18](=[O:23])[C:17]([C:24]2[N:28]([C:29]3[CH:34]=[CH:33][CH:32]=[CH:31][CH:30]=3)[N:27]=[CH:26][CH:25]=2)=[N:16]1.O. The catalyst is CC#N. The product is [F:8][C:9]1[CH:14]=[CH:13][CH:12]=[CH:11][C:10]=1[N:15]1[CH:20]=[C:19]([OH:21])[C:18](=[O:23])[C:17]([C:24]2[N:28]([C:29]3[CH:34]=[CH:33][CH:32]=[CH:31][CH:30]=3)[N:27]=[CH:26][CH:25]=2)=[N:16]1. The yield is 0.930. (3) The reactants are [Cl:1][CH2:2][C:3]1[C:8]([CH3:9])=[C:7](OC)[C:6]([CH3:12])=[CH:5][N:4]=1.P(Br)(Br)[Br:14].CN(C=O)C.[NH4+].[OH-]. No catalyst specified. The yield is 0.440. The product is [Br:14][C:7]1[C:6]([CH3:12])=[CH:5][N:4]=[C:3]([CH2:2][Cl:1])[C:8]=1[CH3:9]. (4) The reactants are C(O)C.[OH-].[K+].[CH2:6]([N:12]([CH2:17][CH2:18][CH2:19][CH2:20][CH:21]=[CH2:22])CCC#N)[CH2:7][CH2:8][CH2:9][CH:10]=[CH2:11].O. The catalyst is C(Cl)(Cl)Cl. The product is [CH2:6]([NH:12][CH2:17][CH2:18][CH2:19][CH2:20][CH:21]=[CH2:22])[CH2:7][CH2:8][CH2:9][CH:10]=[CH2:11]. The yield is 0.210. (5) The reactants are C([O:3][C:4](=[O:32])[CH2:5][N:6]([C:12]1[CH:17]=[C:16]([Cl:18])[C:15]([O:19][C:20]2[CH:25]=[CH:24][C:23]([OH:26])=[C:22]([CH:27]([CH2:29][CH3:30])[CH3:28])[CH:21]=2)=[C:14]([Cl:31])[CH:13]=1)[C:7]([O:9][CH2:10][CH3:11])=[O:8])C.[OH-].[Na+]. The catalyst is CO.O. The product is [CH:27]([C:22]1[CH:21]=[C:20]([CH:25]=[CH:24][C:23]=1[OH:26])[O:19][C:15]1[C:14]([Cl:31])=[CH:13][C:12]([N:6]([CH2:5][C:4]([OH:32])=[O:3])[C:7]([O:9][CH2:10][CH3:11])=[O:8])=[CH:17][C:16]=1[Cl:18])([CH2:29][CH3:30])[CH3:28]. The yield is 0.180.